Task: Predict the reaction yield, written as a fraction of the theoretical maximum amount of product (1.0 means a 100% yield; for example, 0.34 means a 34% yield).. Dataset: Reaction yield outcomes from USPTO patents with 853,638 reactions (1) The reactants are [ClH:1].[NH2:2][C:3]1[N:8]=[CH:7][C:6](/[CH:9]=[CH:10]/[C:11]([OH:13])=O)=[CH:5][C:4]=1[CH2:14][N:15]1[CH2:20][CH2:19][N:18]([CH3:21])[CH2:17][CH2:16]1.Cl.[CH3:23][N:24]1[CH2:30][C:29]2[CH:31]=[C:32](/[CH:35]=[CH:36]/[C:37](O)=O)C=N[C:28]=2[NH:27][C:26](=O)[CH2:25]1.CNCC1N(C)C2C(C=1)=CC=CC=2.CNCC1C=CC2C(=CC=CC=2)C=1CCC. No catalyst specified. The product is [ClH:1].[NH2:2][C:3]1[N:8]=[CH:7][C:6](/[CH:9]=[CH:10]/[C:11]([N:27]([CH3:28])[CH2:26][C:25]2[N:24]([CH3:23])[C:30]3[C:36]([CH:37]=2)=[CH:35][CH:32]=[CH:31][CH:29]=3)=[O:13])=[CH:5][C:4]=1[CH2:14][N:15]1[CH2:20][CH2:19][N:18]([CH3:21])[CH2:17][CH2:16]1. The yield is 0.140. (2) The reactants are [Cl:1][C:2]1[CH:3]=[C:4]([CH:7]=[C:8]([Cl:11])[C:9]=1[OH:10])[CH:5]=[O:6].[C:12]([O-])([O-])=O.[K+].[K+].CI. The catalyst is CC(C)=O. The product is [Cl:1][C:2]1[CH:3]=[C:4]([CH:7]=[C:8]([Cl:11])[C:9]=1[O:10][CH3:12])[CH:5]=[O:6]. The yield is 0.240.